This data is from Reaction yield outcomes from USPTO patents with 853,638 reactions. The task is: Predict the reaction yield, written as a fraction of the theoretical maximum amount of product (1.0 means a 100% yield; for example, 0.34 means a 34% yield). (1) The reactants are BrC1C=C[C:5](NCC(OC)=O)=[N:6]C=1.[Cl:14][C:15]1[CH:16]=[CH:17][CH:18]=[C:19]2[C:23]=1[NH:22][CH:21]=[C:20]2[CH:24]=O.CN1C2C(=CC=CC=2)C(C)=C1C=O. No catalyst specified. The product is [Cl:14][C:15]1[CH:16]=[CH:17][CH:18]=[C:19]2[C:23]=1[NH:22][CH:21]=[C:20]2[CH2:24][NH:6][CH3:5]. The yield is 0.920. (2) The reactants are [C:1]1([N:11]2[CH2:16][CH2:15][N:14]([CH2:17][CH2:18][CH2:19][CH2:20][O:21][C:22]3[CH:30]=[C:29]4[C:25]([CH:26]=[N:27][NH:28]4)=[CH:24][CH:23]=3)[CH2:13][CH2:12]2)C2[C:5](=CC=CC=2)[CH:4]=[CH:3][CH:2]=1.[N:31]1C=CC=CC=1N1CCNCC1. No catalyst specified. The product is [N:31]1[CH:5]=[CH:4][CH:3]=[CH:2][C:1]=1[N:11]1[CH2:12][CH2:13][N:14]([CH2:17][CH2:18][CH2:19][CH2:20][O:21][C:22]2[CH:30]=[C:29]3[C:25]([CH:26]=[N:27][NH:28]3)=[CH:24][CH:23]=2)[CH2:15][CH2:16]1. The yield is 0.750. (3) The reactants are [H-].[Na+].[C:3](#[N:7])[CH2:4][C:5]#[N:6].I[C:9]1[CH:14]=[C:13]([CH3:15])[C:12]([C:16]2[C:21]([CH3:22])=[CH:20][N:19]=[CH:18][C:17]=2[CH3:23])=[C:11]([CH3:24])[CH:10]=1.Cl. The catalyst is COCCOC. The product is [CH3:22][C:21]1[CH:20]=[N:19][CH:18]=[C:17]([CH3:23])[C:16]=1[C:12]1[C:11]([CH3:24])=[CH:10][C:9]([CH:4]([C:3]#[N:7])[C:5]#[N:6])=[CH:14][C:13]=1[CH3:15]. The yield is 0.955. (4) The reactants are FC(F)(F)S([O-])(=O)=O.[Br:9][C:10]1[CH:11]=[C:12]2[C:17](=[CH:18][CH:19]=1)[CH:16]=[N+:15]([CH3:20])[CH:14]=[CH:13]2.CC1C(Br)=C(O)C(Br)=CC=1C1(C2C=C(Br)C(O)=C(Br)C=2C)OS(=O)(=O)C2C=CC=CC1=2.[BH4-].[Na+].Cl.[OH-].[Na+]. The catalyst is CO.C(O)(=O)C.O. The product is [Br:9][C:10]1[CH:11]=[C:12]2[C:17](=[CH:18][CH:19]=1)[CH2:16][N:15]([CH3:20])[CH2:14][CH2:13]2. The yield is 0.990. (5) The reactants are C(OC([N:8]1[CH2:13][CH2:12][CH:11]([CH2:14][CH2:15][O:16][CH2:17][C:18]2[CH:23]=[CH:22][C:21]([Cl:24])=[CH:20][CH:19]=2)[CH2:10][CH2:9]1)=O)(C)(C)C.Cl.CCOCC. The catalyst is CO. The product is [Cl:24][C:21]1[CH:20]=[CH:19][C:18]([CH2:17][O:16][CH2:15][CH2:14][CH:11]2[CH2:12][CH2:13][NH:8][CH2:9][CH2:10]2)=[CH:23][CH:22]=1. The yield is 0.970. (6) The reactants are [C:1]1([C:7]2[NH:11][CH:10]=[C:9]([CH:12]=[O:13])[CH:8]=2)[CH:6]=[CH:5][CH:4]=[CH:3][CH:2]=1.[H-].[Na+].C1OCCOCCOCCOCCOC1.Cl.[N:32]1[CH:37]=[CH:36][CH:35]=[C:34]([S:38](Cl)(=[O:40])=[O:39])[CH:33]=1. The catalyst is O1CCCC1.C(OCC)(=O)C. The product is [C:1]1([C:7]2[N:11]([S:38]([C:34]3[CH:33]=[N:32][CH:37]=[CH:36][CH:35]=3)(=[O:40])=[O:39])[CH:10]=[C:9]([CH:12]=[O:13])[CH:8]=2)[CH:6]=[CH:5][CH:4]=[CH:3][CH:2]=1. The yield is 0.750. (7) The product is [C:22]([O:21][C:19]([N:10]1[CH2:9][CH2:8][CH:7]([C:1]2[CH:6]=[CH:5][CH:4]=[CH:3][CH:2]=2)[CH2:11]1)=[O:20])([CH3:25])([CH3:24])[CH3:23]. The catalyst is O1CCCC1. The yield is 0.420. The reactants are [C:1]1([CH:7]2[CH2:11][NH:10][C:9](=O)[CH2:8]2)[CH:6]=[CH:5][CH:4]=[CH:3][CH:2]=1.[H-].[Al+3].[Li+].[H-].[H-].[H-].[C:19](O[C:19]([O:21][C:22]([CH3:25])([CH3:24])[CH3:23])=[O:20])([O:21][C:22]([CH3:25])([CH3:24])[CH3:23])=[O:20].C(O)(=O)CC(CC(O)=O)(C(O)=O)O.S([O-])(O)(=O)=O.[K+].